Dataset: Forward reaction prediction with 1.9M reactions from USPTO patents (1976-2016). Task: Predict the product of the given reaction. Given the reactants NC1C=C(C=CC=1)OC1C=CN=C(C(N)=O)C=1.[NH2:18][C:19]1[CH:24]=[CH:23][C:22]([OH:25])=[CH:21][CH:20]=1.[Cl:26][C:27]1[CH:32]=[C:31](Cl)[CH:30]=[CH:29][N:28]=1, predict the reaction product. The product is: [NH2:18][C:19]1[CH:24]=[CH:23][C:22]([O:25][C:31]2[CH:30]=[CH:29][N:28]=[C:27]([Cl:26])[CH:32]=2)=[CH:21][CH:20]=1.